Dataset: Peptide-MHC class II binding affinity with 134,281 pairs from IEDB. Task: Regression. Given a peptide amino acid sequence and an MHC pseudo amino acid sequence, predict their binding affinity value. This is MHC class II binding data. The peptide sequence is VKGDPVGILYAVFKA. The MHC is HLA-DQA10501-DQB10201 with pseudo-sequence HLA-DQA10501-DQB10201. The binding affinity (normalized) is 0.296.